This data is from Full USPTO retrosynthesis dataset with 1.9M reactions from patents (1976-2016). The task is: Predict the reactants needed to synthesize the given product. Given the product [CH2:25]([C:10]1[CH:9]=[C:8]([C:27]([OH:29])=[O:28])[C:7](=[O:31])[NH:6][C:11]=1[C:12]1[CH:20]=[CH:19][C:18]2[N:17]3[CH2:21][CH2:22][CH:23]([N:38]4[CH2:42][CH2:41][CH2:40][CH2:39]4)[C:16]3=[CH:15][C:14]=2[CH:13]=1)[CH3:26], predict the reactants needed to synthesize it. The reactants are: COC1C=C(OC)C=CC=1C[N:6]1[C:11]([C:12]2[CH:20]=[CH:19][C:18]3[N:17]4[CH2:21][CH2:22][C:23](=O)[C:16]4=[CH:15][C:14]=3[CH:13]=2)=[C:10]([CH2:25][CH3:26])[CH:9]=[C:8]([C:27]([O:29]C)=[O:28])[C:7]1=[O:31].[NH:38]1[CH2:42][CH2:41][CH2:40][CH2:39]1.[BH-](OC(C)=O)(OC(C)=O)OC(C)=O.[Na+].C(O)(C(F)(F)F)=O.